This data is from Catalyst prediction with 721,799 reactions and 888 catalyst types from USPTO. The task is: Predict which catalyst facilitates the given reaction. (1) Reactant: [CH2:1]([O:8][C:9]1[CH:24]=[CH:23][C:12]([C:13]([O:15][CH2:16][C:17]2[CH:22]=[CH:21][CH:20]=[CH:19][CH:18]=2)=[O:14])=[CH:11][C:10]=1[O:25][CH3:26])[C:2]1[CH:7]=[CH:6][CH:5]=[CH:4][CH:3]=1.ClCCl.S(=O)(=O)(O)O.[N+:35]([O-])([OH:37])=[O:36]. Product: [CH2:1]([O:8][C:9]1[C:10]([O:25][CH3:26])=[CH:11][C:12]([C:13]([O:15][CH2:16][C:17]2[CH:18]=[CH:19][CH:20]=[CH:21][CH:22]=2)=[O:14])=[C:23]([N+:35]([O-:37])=[O:36])[CH:24]=1)[C:2]1[CH:7]=[CH:6][CH:5]=[CH:4][CH:3]=1. The catalyst class is: 86. (2) Reactant: [O:1]1CCO[CH:2]1[CH2:6][CH2:7][C:8](=[O:15])[CH2:9][CH2:10][C:11]([F:14])([F:13])[F:12].Cl.O1CCOCC1. Product: [F:12][C:11]([F:13])([F:14])[CH2:10][CH2:9][C:8](=[O:15])[CH2:7][CH2:6][CH:2]=[O:1]. The catalyst class is: 389. (3) Reactant: B(Br)(Br)Br.[CH2:5]([C:12]1[CH:13]=[C:14]([C:20]2[CH:25]=[CH:24][C:23]([CH2:26][CH2:27][C:28]#[N:29])=[CH:22][C:21]=2[CH2:30][CH:31]([CH3:33])[CH3:32])[CH:15]=[CH:16][C:17]=1[O:18]C)[C:6]1[CH:11]=[CH:10][CH:9]=[CH:8][CH:7]=1.O. Product: [CH2:5]([C:12]1[CH:13]=[C:14]([C:20]2[CH:25]=[CH:24][C:23]([CH2:26][CH2:27][C:28]#[N:29])=[CH:22][C:21]=2[CH2:30][CH:31]([CH3:33])[CH3:32])[CH:15]=[CH:16][C:17]=1[OH:18])[C:6]1[CH:11]=[CH:10][CH:9]=[CH:8][CH:7]=1. The catalyst class is: 2.